Dataset: Reaction yield outcomes from USPTO patents with 853,638 reactions. Task: Predict the reaction yield, written as a fraction of the theoretical maximum amount of product (1.0 means a 100% yield; for example, 0.34 means a 34% yield). (1) The reactants are [Cl:1][C:2]1[CH:19]=[CH:18][C:5]([CH2:6][CH2:7][NH:8][C:9](=[O:17])[C:10]2[CH:15]=[CH:14][C:13]([OH:16])=[CH:12][CH:11]=2)=[CH:4][CH:3]=1.C([O-])([O-])=O.[K+].[K+].[CH:26]1([C:29]2[CH:30]=[C:31]([CH:34]=[CH:35][C:36]=2F)[CH:32]=[O:33])[CH2:28][CH2:27]1. The catalyst is CS(C)=O.C(OCC)(=O)C. The product is [Cl:1][C:2]1[CH:3]=[CH:4][C:5]([CH2:6][CH2:7][NH:8][C:9](=[O:17])[C:10]2[CH:15]=[CH:14][C:13]([O:16][C:36]3[CH:35]=[CH:34][C:31]([CH:32]=[O:33])=[CH:30][C:29]=3[CH:26]3[CH2:27][CH2:28]3)=[CH:12][CH:11]=2)=[CH:18][CH:19]=1. The yield is 0.209. (2) The reactants are [CH2:1]([O:3][P:4]([N:9]1[CH2:22][CH2:21][CH2:20][N:19](P(OCC)(OCC)=O)[CH2:18][CH2:17][N:16](P(OCC)(OCC)=O)[CH2:15][CH2:14][CH2:13][NH:12][CH2:11][CH2:10]1)([O:6][CH2:7][CH3:8])=[O:5])[CH3:2].C([O-])([O-])=O.[K+].[K+].BrCC1C=CC(CBr)=CC=1. The catalyst is CC#N. The product is [CH2:7]([O:6][P:4]([N:9]1[CH2:22][CH2:21][CH2:20][NH:19][CH2:18][CH2:17][NH:16][CH2:15][CH2:14][CH2:13][NH:12][CH2:11][CH2:10]1)([O:3][CH2:1][CH3:2])=[O:5])[CH3:8]. The yield is 0.590. (3) The product is [N:14]([C:10]1[CH:9]=[C:8]([O:1][C:2]2[CH:3]=[CH:4][CH:5]=[CH:6][CH:7]=2)[N:13]=[CH:12][N:11]=1)=[C:15]=[S:16]. The catalyst is C(Cl)Cl. The yield is 0.850. The reactants are [O:1]([C:8]1[N:13]=[CH:12][N:11]=[C:10]([NH2:14])[CH:9]=1)[C:2]1[CH:7]=[CH:6][CH:5]=[CH:4][CH:3]=1.[C:15](N1C=CC=CC1=O)(N1C=CC=CC1=O)=[S:16]. (4) The reactants are [CH3:1][C:2](=[CH:5][C:6]1[CH:11]=[CH:10][C:9]([CH3:12])=[CH:8][CH:7]=1)[CH2:3]O.P(Br)(Br)[Br:14].O. The catalyst is C(OC(C)C)(C)C. The product is [Br:14][CH2:3][C:2]([CH3:1])=[CH:5][C:6]1[CH:11]=[CH:10][C:9]([CH3:12])=[CH:8][CH:7]=1. The yield is 0.800.